From a dataset of Peptide-MHC class I binding affinity with 185,985 pairs from IEDB/IMGT. Regression. Given a peptide amino acid sequence and an MHC pseudo amino acid sequence, predict their binding affinity value. This is MHC class I binding data. (1) The peptide sequence is KIRSDNIKK. The MHC is HLA-A30:01 with pseudo-sequence HLA-A30:01. The binding affinity (normalized) is 0.773. (2) The peptide sequence is GSPAIFQYT. The MHC is Mamu-A02 with pseudo-sequence Mamu-A02. The binding affinity (normalized) is 0. (3) The peptide sequence is YNLRRGTAL. The MHC is HLA-A26:01 with pseudo-sequence HLA-A26:01. The binding affinity (normalized) is 0.213. (4) The peptide sequence is RAKFKQLL. The MHC is HLA-A01:01 with pseudo-sequence HLA-A01:01. The binding affinity (normalized) is 0.213. (5) The peptide sequence is AQPAPQAPY. The MHC is HLA-A30:01 with pseudo-sequence HLA-A30:01. The binding affinity (normalized) is 0.213. (6) The peptide sequence is KFREGSSEV. The MHC is HLA-A30:01 with pseudo-sequence HLA-A30:01. The binding affinity (normalized) is 0.748. (7) The peptide sequence is HHSLTHHQL. The MHC is HLA-B39:01 with pseudo-sequence HLA-B39:01. The binding affinity (normalized) is 0.872. (8) The peptide sequence is IAASIILEF. The MHC is HLA-B58:01 with pseudo-sequence HLA-B58:01. The binding affinity (normalized) is 0.820. (9) The peptide sequence is EVADRVIFM. The MHC is HLA-B15:01 with pseudo-sequence HLA-B15:01. The binding affinity (normalized) is 0.0847. (10) The MHC is HLA-A02:02 with pseudo-sequence HLA-A02:02. The binding affinity (normalized) is 0.847. The peptide sequence is HLFTSMFSL.